From a dataset of Full USPTO retrosynthesis dataset with 1.9M reactions from patents (1976-2016). Predict the reactants needed to synthesize the given product. (1) Given the product [Br:8][C:4]1[N:3]=[C:2]([N:15]([C:13]2[CH:10]=[CH:11][CH:5]=[C:4]([Br:8])[N:3]=2)[C:16]2[CH:21]=[CH:20][CH:19]=[CH:18][CH:17]=2)[CH:7]=[CH:6][CH:5]=1, predict the reactants needed to synthesize it. The reactants are: Br[C:2]1[CH:7]=[CH:6][CH:5]=[C:4]([Br:8])[N:3]=1.C[C:10]([CH3:13])([O-])[CH3:11].[Na+].[NH2:15][C:16]1[CH:21]=[CH:20][CH:19]=[CH:18][CH:17]=1.O. (2) Given the product [Cl:18][C:11]1[C:12]([C:14]([F:17])([F:16])[F:15])=[CH:13][C:8]2[N:7]=[C:22]([C:23]3[CH:28]=[CH:27][CH:26]=[C:25]([C:29]4[CH:34]=[N:33][CH:32]=[CH:31][N:30]=4)[CH:24]=3)[CH2:21][C:20](=[O:36])[NH:19][C:9]=2[CH:10]=1, predict the reactants needed to synthesize it. The reactants are: C(OC(=O)[NH:7][C:8]1[CH:13]=[C:12]([C:14]([F:17])([F:16])[F:15])[C:11]([Cl:18])=[CH:10][C:9]=1[NH:19][C:20](=[O:36])[CH2:21][C:22](=O)[C:23]1[CH:28]=[CH:27][CH:26]=[C:25]([C:29]2[CH:34]=[N:33][CH:32]=[CH:31][N:30]=2)[CH:24]=1)(C)(C)C.C(O)(C(F)(F)F)=O. (3) Given the product [Cl:86][C:87]1[O:91][C:90]([CH:92]2[C:23]3=[C:24]4[N:25]([CH3:40])[C:26](=[O:39])[N:27]([CH3:38])[C:28](=[O:37])[C:29]4=[C:30]([C:31]4[S:32][CH:33]=[C:34]([CH3:36])[N:35]=4)[N:22]3[CH2:21][CH:20]([CH2:19][N:10]3[C:3](=[O:5])[C:2]4[C:17](=[CH:16][CH:15]=[CH:14][CH:13]=4)[C:9]3=[O:8])[S:41]2)=[CH:89][CH:88]=1, predict the reactants needed to synthesize it. The reactants are: F[C:2](F)(F)[C:3]([OH:5])=O.[O:8]=[C:9]1[C:17]2C(=[CH:13][CH:14]=[CH:15][CH:16]=2)C(=O)[N:10]1[CH2:19][CH:20]([S:41]C(C1C=CC=CC=1)(C1C=CC=CC=1)C1C=CC=CC=1)[CH2:21][N:22]1[C:30]([C:31]2[S:32][CH:33]=[C:34]([CH3:36])[N:35]=2)=[C:29]2[C:24]([N:25]([CH3:40])[C:26](=[O:39])[N:27]([CH3:38])[C:28]2=[O:37])=[CH:23]1.[O-]S(C(F)(F)F)(=O)=O.[Bi+3].[O-]S(C(F)(F)F)(=O)=O.[O-]S(C(F)(F)F)(=O)=O.[Cl:86][C:87]1[O:91][C:90]([CH:92]=O)=[CH:89][CH:88]=1. (4) Given the product [Cl:1][C:2]1[N:7]=[C:6]([NH:12][CH2:13][C@@H:14]2[CH2:18][CH2:17][CH2:16][N:15]2[C:19]([O:21][C:22]([CH3:25])([CH3:24])[CH3:23])=[O:20])[C:5]([N:9]([OH:11])[OH:10])=[CH:4][N:3]=1, predict the reactants needed to synthesize it. The reactants are: [Cl:1][C:2]1[N:7]=[C:6](Cl)[C:5]([N:9]([OH:11])[OH:10])=[CH:4][N:3]=1.[NH2:12][CH2:13][C@@H:14]1[CH2:18][CH2:17][CH2:16][N:15]1[C:19]([O:21][C:22]([CH3:25])([CH3:24])[CH3:23])=[O:20].CCN(C(C)C)C(C)C.